From a dataset of Forward reaction prediction with 1.9M reactions from USPTO patents (1976-2016). Predict the product of the given reaction. (1) Given the reactants [C@H:1]12[CH2:7][C@H]([CH:5]=[CH:6]1)C(=O)[NH:2]2.S(Cl)([Cl:11])=O.[C:13]([O:16][CH:17](C)C)(=[O:15])[CH3:14], predict the reaction product. The product is: [ClH:11].[NH2:2][C@H:1]1[CH2:7][C@@H:14]([C:13]([O:16][CH3:17])=[O:15])[CH:5]=[CH:6]1. (2) Given the reactants S(Cl)([Cl:4])(=O)=O.[CH2:6]([O:8][C:9]([C:11]1[CH:12]=[CH:13][C:14]([C:21]2[CH:26]=[C:25]([O:27][CH3:28])[CH:24]=[C:23]([O:29][CH3:30])[C:22]=2[F:31])=[C:15]2[C:20]=1[N:19]=[CH:18][CH:17]=[CH:16]2)=[O:10])[CH3:7], predict the reaction product. The product is: [CH2:6]([O:8][C:9]([C:11]1[CH:12]=[CH:13][C:14]([C:21]2[C:22]([F:31])=[C:23]([O:29][CH3:30])[CH:24]=[C:25]([O:27][CH3:28])[C:26]=2[Cl:4])=[C:15]2[C:20]=1[N:19]=[CH:18][CH:17]=[CH:16]2)=[O:10])[CH3:7]. (3) Given the reactants [CH3:1][O:2][C:3]1[CH:8]=[CH:7][C:6]([OH:9])=[CH:5][CH:4]=1.C([O-])([O-])=O.[K+].[K+].Br[CH:17]([CH3:23])[C:18]([O:20][CH2:21][CH3:22])=[O:19], predict the reaction product. The product is: [CH2:21]([O:20][C:18](=[O:19])[CH:17]([O:9][C:6]1[CH:7]=[CH:8][C:3]([O:2][CH3:1])=[CH:4][CH:5]=1)[CH3:23])[CH3:22]. (4) The product is: [CH3:1][C:2]1[O:3][C:4]([C:14]2[CH:19]=[CH:18][C:17]([S:20]([CH3:23])(=[O:22])=[O:21])=[CH:16][CH:15]=2)=[C:5]([C:7]2[CH:12]=[CH:11][C:10]([C:25]3[S:24][CH:28]=[CH:27][CH:26]=3)=[CH:9][CH:8]=2)[N:6]=1. Given the reactants [CH3:1][C:2]1[O:3][C:4]([C:14]2[CH:19]=[CH:18][C:17]([S:20]([CH3:23])(=[O:22])=[O:21])=[CH:16][CH:15]=2)=[C:5]([C:7]2[CH:12]=[CH:11][C:10](Br)=[CH:9][CH:8]=2)[N:6]=1.[S:24]1[CH:28]=[CH:27][CH:26]=[C:25]1B(O)O.C([O-])(O)=O.[Na+], predict the reaction product. (5) Given the reactants [Br:1][C:2]1[CH:7]=[CH:6][C:5]([CH:8]([OH:29])[CH2:9][CH2:10][N:11]2[CH2:16][CH2:15][CH:14]([C:17]3[CH:18]=[C:19]([NH:23][C:24](=[O:28])[CH:25]([CH3:27])[CH3:26])[CH:20]=[CH:21][CH:22]=3)[CH2:13][CH2:12]2)=[CH:4][CH:3]=1.[C:30]([C:33]1[CH:34]=[C:35](O)[CH:36]=[CH:37][CH:38]=1)(=[O:32])[CH3:31], predict the reaction product. The product is: [C:30]([C:33]1[CH:38]=[C:37]([CH:36]=[CH:35][CH:34]=1)[O:29][CH:8]([C:5]1[CH:4]=[CH:3][C:2]([Br:1])=[CH:7][CH:6]=1)[CH2:9][CH2:10][N:11]1[CH2:16][CH2:15][CH:14]([C:17]2[CH:18]=[C:19]([NH:23][C:24](=[O:28])[CH:25]([CH3:26])[CH3:27])[CH:20]=[CH:21][CH:22]=2)[CH2:13][CH2:12]1)(=[O:32])[CH3:31]. (6) Given the reactants [CH3:1][O:2][C:3]1[CH:4]=[C:5]2[C:9](=[CH:10][CH:11]=1)[C:8](=[O:12])[C:7]1([CH2:20][C:19]3[C:14](=[CH:15][CH:16]=[C:17]([O:21]C)[CH:18]=3)[CH2:13]1)[CH:6]2[CH3:23].B(Br)(Br)Br, predict the reaction product. The product is: [OH:21][C:17]1[CH:18]=[C:19]2[C:14](=[CH:15][CH:16]=1)[CH2:13][C:7]1([CH:6]([CH3:23])[C:5]3[C:9](=[CH:10][CH:11]=[C:3]([O:2][CH3:1])[CH:4]=3)[C:8]1=[O:12])[CH2:20]2. (7) Given the reactants C([N:8]1[CH2:14][C:13]2[CH:15]=[C:16]([O:22][CH3:23])[C:17]([N+:19]([O-:21])=[O:20])=[CH:18][C:12]=2[NH:11][C:10](=[O:24])[CH2:9]1)C1C=CC=CC=1.Cl[C:26]([O:28][CH2:29][C:30]1[CH:35]=[CH:34][CH:33]=[CH:32][CH:31]=1)=[O:27], predict the reaction product. The product is: [CH2:29]([O:28][C:26]([N:8]1[CH2:14][C:13]2[CH:15]=[C:16]([O:22][CH3:23])[C:17]([N+:19]([O-:21])=[O:20])=[CH:18][C:12]=2[NH:11][C:10](=[O:24])[CH2:9]1)=[O:27])[C:30]1[CH:35]=[CH:34][CH:33]=[CH:32][CH:31]=1. (8) Given the reactants Cl[C:2]1[N:7]=[CH:6][C:5]([C:8]([N:10]2[CH2:15][CH2:14][N:13]([S:16]([C:19]3[CH:24]=[CH:23][C:22]([C:25]([F:28])([F:27])[F:26])=[CH:21][CH:20]=3)(=[O:18])=[O:17])[CH2:12][CH2:11]2)=[O:9])=[CH:4][CH:3]=1.[CH3:29][NH:30][CH3:31], predict the reaction product. The product is: [CH3:29][N:30]([CH3:31])[C:2]1[CH:3]=[CH:4][C:5]([C:8]([N:10]2[CH2:15][CH2:14][N:13]([S:16]([C:19]3[CH:24]=[CH:23][C:22]([C:25]([F:28])([F:27])[F:26])=[CH:21][CH:20]=3)(=[O:18])=[O:17])[CH2:12][CH2:11]2)=[O:9])=[CH:6][N:7]=1.